This data is from Forward reaction prediction with 1.9M reactions from USPTO patents (1976-2016). The task is: Predict the product of the given reaction. (1) Given the reactants [Br:1][CH2:2][C:3]1[CH:10]=[CH:9][C:6]([C:7]#N)=[CH:5][C:4]=1[Cl:11].[H-].C([Al+]CC(C)C)C(C)C.Cl.[OH2:23], predict the reaction product. The product is: [Br:1][CH2:2][C:3]1[CH:10]=[CH:9][C:6]([CH:7]=[O:23])=[CH:5][C:4]=1[Cl:11]. (2) The product is: [CH2:16]([O:1][C:2]1[CH:9]=[CH:8][C:5]([CH:6]=[O:7])=[CH:4][CH:3]=1)[C:17]1[CH:22]=[CH:21][CH:20]=[CH:19][CH:18]=1. Given the reactants [OH:1][C:2]1[CH:9]=[CH:8][C:5]([CH:6]=[O:7])=[CH:4][CH:3]=1.C(=O)([O-])[O-].[K+].[K+].[CH2:16](Cl)[C:17]1[CH:22]=[CH:21][CH:20]=[CH:19][CH:18]=1, predict the reaction product.